Dataset: Catalyst prediction with 721,799 reactions and 888 catalyst types from USPTO. Task: Predict which catalyst facilitates the given reaction. (1) Product: [Si:6]([O:23][CH2:24][C@@H:25]1[CH2:29][CH:28]2[CH:27]([CH2:1]2)[N:26]1[C:30]([O:32][C:33]([CH3:36])([CH3:35])[CH3:34])=[O:31])([C:19]([CH3:21])([CH3:22])[CH3:20])([C:13]1[CH:18]=[CH:17][CH:16]=[CH:15][CH:14]=1)[C:7]1[CH:12]=[CH:11][CH:10]=[CH:9][CH:8]=1. The catalyst class is: 11. Reactant: [CH2:1]([Zn]CC)C.[Si:6]([O:23][CH2:24][C@@H:25]1[CH2:29][CH:28]=[CH:27][N:26]1[C:30]([O:32][C:33]([CH3:36])([CH3:35])[CH3:34])=[O:31])([C:19]([CH3:22])([CH3:21])[CH3:20])([C:13]1[CH:18]=[CH:17][CH:16]=[CH:15][CH:14]=1)[C:7]1[CH:12]=[CH:11][CH:10]=[CH:9][CH:8]=1.ClCI. (2) Reactant: [CH3:1][C:2]1[CH:10]=[C:9]([O:11][CH2:12][C@@H:13]2[CH2:18][N:17]([CH3:19])[C:16]3[CH:20]=[CH:21][CH:22]=[CH:23][C:15]=3[O:14]2)[CH:8]=[C:7]([CH3:24])[C:3]=1[C:4]([OH:6])=[O:5].[CH3:25][Li].CI.[OH-].[Na+].Cl. Product: [CH2:1]([C:2]1[CH:10]=[C:9]([O:11][CH2:12][C@@H:13]2[CH2:18][N:17]([CH3:19])[C:16]3[CH:20]=[CH:21][CH:22]=[CH:23][C:15]=3[O:14]2)[CH:8]=[C:7]([CH3:24])[C:3]=1[C:4]([OH:6])=[O:5])[CH3:25]. The catalyst class is: 1. (3) Reactant: [CH2:1]([O:3][C:4](=[O:32])[C:5]([CH3:31])([CH3:30])[CH2:6][C:7]1[CH:12]=[CH:11][C:10]([C:13](=[O:29])[C:14]2[CH:19]=[CH:18][C:17]([CH2:20][C:21]([C:24]([O:26][CH2:27][CH3:28])=[O:25])([CH3:23])[CH3:22])=[CH:16][CH:15]=2)=[CH:9][CH:8]=1)[CH3:2].[BH4-].[Na+].O.ClCCl. Product: [CH2:1]([O:3][C:4](=[O:32])[C:5]([CH3:30])([CH3:31])[CH2:6][C:7]1[CH:8]=[CH:9][C:10]([CH:13]([C:14]2[CH:15]=[CH:16][C:17]([CH2:20][C:21]([C:24]([O:26][CH2:27][CH3:28])=[O:25])([CH3:23])[CH3:22])=[CH:18][CH:19]=2)[OH:29])=[CH:11][CH:12]=1)[CH3:2]. The catalyst class is: 5. (4) The catalyst class is: 2. Reactant: [CH3:1][O:2][C:3]([C:5]1[CH:6]=[C:7]([CH:11]=[CH:12][CH:13]=1)[C:8]([OH:10])=O)=[O:4].C(OC(Cl)=O)C.[NH2:20][CH2:21][C:22]1[C:27]([CH2:28][CH3:29])=[N:26][C:25]2[N:30]([CH2:33][CH3:34])[N:31]=[CH:32][C:24]=2[C:23]=1[NH:35][CH:36]1[CH2:41][CH2:40][O:39][CH2:38][CH2:37]1. Product: [CH2:33]([N:30]1[C:25]2=[N:26][C:27]([CH2:28][CH3:29])=[C:22]([CH2:21][NH:20][C:8]([C:7]3[CH:6]=[C:5]([CH:13]=[CH:12][CH:11]=3)[C:3]([O:2][CH3:1])=[O:4])=[O:10])[C:23]([NH:35][CH:36]3[CH2:37][CH2:38][O:39][CH2:40][CH2:41]3)=[C:24]2[CH:32]=[N:31]1)[CH3:34]. (5) Reactant: [CH3:1][N:2]1[C:7]([CH3:8])=[CH:6][C:5]([CH3:9])=[N:4][C:3]1=[O:10].[Br:11][CH2:12][CH2:13][CH2:14][OH:15]. Product: [Br-:11].[OH:15][CH2:14][CH2:13][CH2:12][NH+:4]1[C:5]([CH3:9])=[CH:6][CH:7]([CH3:8])[N:2]([CH3:1])[C:3]1=[O:10]. The catalyst class is: 10. (6) Reactant: [N+:1]([C:4]1[N:9]=[CH:8][C:7]([N:10]2[CH2:16][CH:15]3[N:17]([C:18]([O:20][C:21]([CH3:24])([CH3:23])[CH3:22])=[O:19])[CH:12]([CH2:13][CH2:14]3)[CH2:11]2)=[CH:6][CH:5]=1)([O-])=O.CO. Product: [NH2:1][C:4]1[N:9]=[CH:8][C:7]([N:10]2[CH2:16][CH:15]3[N:17]([C:18]([O:20][C:21]([CH3:24])([CH3:23])[CH3:22])=[O:19])[CH:12]([CH2:13][CH2:14]3)[CH2:11]2)=[CH:6][CH:5]=1. The catalyst class is: 63. (7) Reactant: Cl[C:2]1[C:3](=[O:17])[N:4]([CH:9]([C:11]2[CH:16]=[CH:15][CH:14]=[CH:13][CH:12]=2)[CH3:10])[N:5]=[CH:6][C:7]=1Cl.[C:18](=[O:21])([O-])[O-].[Na+].[Na+].[OH:24][C:25]1[CH:30]=[CH:29][C:28](B(O)O)=[CH:27][CH:26]=1. Product: [OH:24][C:25]1[CH:30]=[CH:29][C:28]([C:2]2[C:3](=[O:17])[N:4]([CH:9]([C:11]3[CH:16]=[CH:15][CH:14]=[CH:13][CH:12]=3)[CH3:10])[N:5]=[CH:6][C:7]=2[C:11]2[CH:12]=[CH:13][C:18]([OH:21])=[CH:10][CH:9]=2)=[CH:27][CH:26]=1. The catalyst class is: 335.